From a dataset of Forward reaction prediction with 1.9M reactions from USPTO patents (1976-2016). Predict the product of the given reaction. (1) Given the reactants [O:1]1[C:5]2[CH:6]=[CH:7][C:8]([C:10](=O)[C:11]([C:13]3[CH:18]=[CH:17][CH:16]=[C:15]([CH3:19])[N:14]=3)=O)=[CH:9][C:4]=2[O:3][CH2:2]1.[CH2:21]([C:24]1([CH:38]=O)[CH2:29][CH2:28][CH:27]([O:30][Si:31]([C:34]([CH3:37])([CH3:36])[CH3:35])([CH3:33])[CH3:32])[CH2:26][CH2:25]1)[CH:22]=[CH2:23].[CH2:40]([NH2:43])[CH:41]=[CH2:42].C([O-])(=O)C.[NH4+:48], predict the reaction product. The product is: [CH2:40]([N:43]1[C:10]([C:8]2[CH:7]=[CH:6][C:5]3[O:1][CH2:2][O:3][C:4]=3[CH:9]=2)=[C:11]([C:13]2[CH:18]=[CH:17][CH:16]=[C:15]([CH3:19])[N:14]=2)[N:48]=[C:38]1[C:24]1([CH2:21][CH:22]=[CH2:23])[CH2:29][CH2:28][CH:27]([O:30][Si:31]([C:34]([CH3:37])([CH3:36])[CH3:35])([CH3:33])[CH3:32])[CH2:26][CH2:25]1)[CH:41]=[CH2:42]. (2) Given the reactants [Cl:1][C:2]1[CH:7]=[C:6]([Cl:8])[CH:5]=[CH:4][C:3]=1[C:9]1[C:35](=[O:36])[N:34]([CH3:37])[C:12]2[N:13]([CH3:33])[C:14]3[C:19]([C:11]=2[CH:10]=1)=[CH:18][C:17]([C:20](=O)[CH2:21][C:22](=O)[CH2:23][O:24][CH:25]1[CH2:30][CH2:29][CH2:28][CH2:27][O:26]1)=[CH:16][CH:15]=3.O.[NH2:39][NH2:40], predict the reaction product. The product is: [Cl:1][C:2]1[CH:7]=[C:6]([Cl:8])[CH:5]=[CH:4][C:3]=1[C:9]1[C:35](=[O:36])[N:34]([CH3:37])[C:12]2[N:13]([CH3:33])[C:14]3[C:19]([C:11]=2[CH:10]=1)=[CH:18][C:17]([C:20]1[NH:39][N:40]=[C:22]([CH2:23][O:24][CH:25]2[CH2:30][CH2:29][CH2:28][CH2:27][O:26]2)[CH:21]=1)=[CH:16][CH:15]=3. (3) Given the reactants Cl[C:2]1[CH:7]=[C:6]([CH2:8][N:9]2[C:13]([CH3:14])=[CH:12][C:11](/[CH:15]=[C:16](\[F:28])/[C:17]3[CH:22]=[CH:21][C:20]([O:23][C:24]([F:27])([F:26])[F:25])=[CH:19][CH:18]=3)=[N:10]2)[CH:5]=[CH:4][N:3]=1.[NH:29]1[CH2:34][CH2:33][NH:32][CH2:31][CH2:30]1, predict the reaction product. The product is: [F:28]/[C:16](/[C:17]1[CH:22]=[CH:21][C:20]([O:23][C:24]([F:27])([F:26])[F:25])=[CH:19][CH:18]=1)=[CH:15]\[C:11]1[CH:12]=[C:13]([CH3:14])[N:9]([CH2:8][C:6]2[CH:5]=[CH:4][N:3]=[C:2]([N:29]3[CH2:34][CH2:33][NH:32][CH2:31][CH2:30]3)[CH:7]=2)[N:10]=1. (4) Given the reactants Cl[C:2]1[CH:17]=[C:16]([CH:18]([CH3:20])[CH3:19])[C:5]([C:6]([NH:8][CH2:9][CH:10]2[CH2:15][CH2:14][O:13][CH2:12][CH2:11]2)=[O:7])=[CH:4][N:3]=1.[Cl:21][C:22]1[CH:23]=[C:24]([CH:26]=[C:27]([Cl:29])[CH:28]=1)[NH2:25].CS(O)(=O)=O, predict the reaction product. The product is: [Cl:21][C:22]1[CH:23]=[C:24]([NH:25][C:2]2[CH:17]=[C:16]([CH:18]([CH3:20])[CH3:19])[C:5]([C:6]([NH:8][CH2:9][CH:10]3[CH2:15][CH2:14][O:13][CH2:12][CH2:11]3)=[O:7])=[CH:4][N:3]=2)[CH:26]=[C:27]([Cl:29])[CH:28]=1. (5) Given the reactants [NH2:1][CH2:2][CH2:3][O:4][C:5]1[CH:14]=[C:13]([C:15]([O:17][CH3:18])=[O:16])[CH:12]=[CH:11][C:6]=1[C:7](OC)=[O:8].CCN(CC)CC, predict the reaction product. The product is: [O:8]=[C:7]1[C:6]2[CH:11]=[CH:12][C:13]([C:15]([O:17][CH3:18])=[O:16])=[CH:14][C:5]=2[O:4][CH2:3][CH2:2][NH:1]1. (6) Given the reactants [Cl:1][C:2]1[CH:3]=[CH:4][C:5]([NH2:8])=[N:6][CH:7]=1.[N+:9]([O-])([OH:11])=[O:10].[OH-].[Na+], predict the reaction product. The product is: [Cl:1][C:2]1[CH:3]=[C:4]([N+:9]([O-:11])=[O:10])[C:5]([NH2:8])=[N:6][CH:7]=1. (7) Given the reactants C(OC([N:8]1[CH:12]([C:13]2[CH:18]=[CH:17][C:16]([NH:19][C:20]([NH:22][C:23]3[CH:28]=[CH:27][C:26]([Cl:29])=[CH:25][CH:24]=3)=[O:21])=[CH:15][CH:14]=2)[CH2:11][O:10]C1(C)C)=O)(C)(C)C.O.FC(F)(F)C(O)=O, predict the reaction product. The product is: [NH2:8][CH:12]([C:13]1[CH:14]=[CH:15][C:16]([NH:19][C:20]([NH:22][C:23]2[CH:24]=[CH:25][C:26]([Cl:29])=[CH:27][CH:28]=2)=[O:21])=[CH:17][CH:18]=1)[CH2:11][OH:10].